This data is from Full USPTO retrosynthesis dataset with 1.9M reactions from patents (1976-2016). The task is: Predict the reactants needed to synthesize the given product. (1) Given the product [C:32]([C:14]1[C:15]2[C:20](=[CH:19][CH:18]=[C:17]([O:23][C:24]3[C:29]([F:30])=[CH:28][CH:27]=[CH:26][C:25]=3[F:31])[CH:16]=2)[C:21]([OH:22])=[C:12]([C:10]([NH:9][CH2:8][C:7]([CH3:35])([CH3:34])[C:6]([OH:36])=[O:5])=[O:11])[N:13]=1)#[N:33], predict the reactants needed to synthesize it. The reactants are: C([O:5][C:6](=[O:36])[C:7]([CH3:35])([CH3:34])[CH2:8][NH:9][C:10]([C:12]1[N:13]=[C:14]([C:32]#[N:33])[C:15]2[C:20]([C:21]=1[OH:22])=[CH:19][CH:18]=[C:17]([O:23][C:24]1[C:29]([F:30])=[CH:28][CH:27]=[CH:26][C:25]=1[F:31])[CH:16]=2)=[O:11])(C)(C)C.C(O)(C(F)(F)F)=O. (2) Given the product [Cl:1][C:2]1[C:3]([CH2:26][C:27]([NH:37][CH2:38][C:39]2[CH:46]=[CH:45][CH:44]=[CH:43][C:40]=2[CH2:41][NH2:42])=[O:29])=[N:4][C:5]([NH:8][CH2:16][C:17]([F:24])([F:25])[C:18]2[CH:19]=[CH:20][CH:21]=[CH:22][CH:23]=2)=[CH:6][CH:7]=1, predict the reactants needed to synthesize it. The reactants are: [Cl:1][C:2]1[C:3]([CH2:26][C:27]([OH:29])=O)=[N:4][C:5]([N:8]([CH2:16][C:17]([F:25])([F:24])[C:18]2[CH:23]=[CH:22][CH:21]=[CH:20][CH:19]=2)C(OC(C)(C)C)=O)=[CH:6][CH:7]=1.C(OC([NH:37][CH2:38][C:39]1[CH:46]=[CH:45][CH:44]=[CH:43][C:40]=1[CH2:41][NH2:42])=O)(C)(C)C.